The task is: Predict the reactants needed to synthesize the given product.. This data is from Full USPTO retrosynthesis dataset with 1.9M reactions from patents (1976-2016). Given the product [CH3:23][C:24]1[CH:25]=[C:26]([CH:29]=[CH:30][C:31]=1[CH3:32])[CH2:27][NH:28][C:4]([C:6]1[N:7]=[C:8]([C:15]2[CH:20]=[CH:19][CH:18]=[CH:17][C:16]=2[O:21][CH3:22])[N:9]([CH3:14])[C:10](=[O:13])[C:11]=1[OH:12])=[O:5], predict the reactants needed to synthesize it. The reactants are: C(O[C:4]([C:6]1[N:7]=[C:8]([C:15]2[CH:20]=[CH:19][CH:18]=[CH:17][C:16]=2[O:21][CH3:22])[N:9]([CH3:14])[C:10](=[O:13])[C:11]=1[OH:12])=[O:5])C.[CH3:23][C:24]1[CH:25]=[C:26]([CH:29]=[CH:30][C:31]=1[CH3:32])[CH2:27][NH2:28].